This data is from Full USPTO retrosynthesis dataset with 1.9M reactions from patents (1976-2016). The task is: Predict the reactants needed to synthesize the given product. (1) Given the product [Cl:13][C:14]1[CH:15]=[C:16]([CH:21]([C:23]2[CH:28]=[CH:27][C:26]([Cl:29])=[CH:25][CH:24]=2)[C:9]2[C:8]3[C:12](=[C:4]([CH2:3][S:2][CH3:1])[CH:5]=[CH:6][CH:7]=3)[NH:11][CH:10]=2)[CH:17]=[CH:18][C:19]=1[F:20], predict the reactants needed to synthesize it. The reactants are: [CH3:1][S:2][CH2:3][C:4]1[CH:5]=[CH:6][CH:7]=[C:8]2[C:12]=1[NH:11][CH:10]=[CH:9]2.[Cl:13][C:14]1[CH:15]=[C:16]([CH:21]([C:23]2[CH:28]=[CH:27][C:26]([Cl:29])=[CH:25][CH:24]=2)O)[CH:17]=[CH:18][C:19]=1[F:20].FC1C=CC(C(C2C=CC(F)=CC=2)C2C3C(=C(CSC)C=CC=3)NC=2)=CC=1. (2) Given the product [Br:1][C:2]1[CH:3]=[C:4]([C:10]#[N:11])[S:5][C:6]=1[N+:7]([O-:9])=[O:8], predict the reactants needed to synthesize it. The reactants are: [Br:1][C:2]1[CH:3]=[C:4]([CH:10]=[N:11]O)[S:5][C:6]=1[N+:7]([O-:9])=[O:8].C(OC(=O)C)(=O)C. (3) Given the product [CH3:1][O:2][C:3]([C:5]1([C:8]2[CH:9]=[CH:10][C:11]([C:14]3[CH:19]=[CH:18][C:17]([C:20]4[N:21]=[CH:22][N:23]([CH3:27])[C:24]=4[C:25]([OH:29])=[O:26])=[CH:16][CH:15]=3)=[CH:12][CH:13]=2)[CH2:6][CH2:7]1)=[O:4], predict the reactants needed to synthesize it. The reactants are: [CH3:1][O:2][C:3]([C:5]1([C:8]2[CH:13]=[CH:12][C:11]([C:14]3[CH:19]=[CH:18][C:17]([C:20]4[N:21]=[CH:22][N:23]([CH3:27])[C:24]=4[CH:25]=[O:26])=[CH:16][CH:15]=3)=[CH:10][CH:9]=2)[CH2:7][CH2:6]1)=[O:4].C([O-])([O-])=[O:29].[K+].[K+].[Mn]([O-])(=O)(=O)=O.[K+].